Dataset: Full USPTO retrosynthesis dataset with 1.9M reactions from patents (1976-2016). Task: Predict the reactants needed to synthesize the given product. Given the product [CH:27]([N:5]1[C:6]2[C:11](=[CH:10][C:9]([Cl:26])=[CH:8][CH:7]=2)[C:12]([CH2:13][CH2:14][O:15][C:16]2[CH:25]=[CH:24][C:19]([C:20]([OH:22])=[O:21])=[CH:18][CH:17]=2)=[C:4]1[CH2:3][CH2:2][NH:1][S:48]([C:43]1[CH:42]=[C:41]([Cl:40])[CH:46]=[C:45]([Cl:47])[CH:44]=1)(=[O:50])=[O:49])([C:28]1[CH:29]=[CH:30][CH:31]=[CH:32][CH:33]=1)[C:34]1[CH:35]=[CH:36][CH:37]=[CH:38][CH:39]=1, predict the reactants needed to synthesize it. The reactants are: [NH2:1][CH2:2][CH2:3][C:4]1[N:5]([CH:27]([C:34]2[CH:39]=[CH:38][CH:37]=[CH:36][CH:35]=2)[C:28]2[CH:33]=[CH:32][CH:31]=[CH:30][CH:29]=2)[C:6]2[C:11]([C:12]=1[CH2:13][CH2:14][O:15][C:16]1[CH:25]=[CH:24][C:19]([C:20]([O:22]C)=[O:21])=[CH:18][CH:17]=1)=[CH:10][C:9]([Cl:26])=[CH:8][CH:7]=2.[Cl:40][C:41]1[CH:42]=[C:43]([S:48](Cl)(=[O:50])=[O:49])[CH:44]=[C:45]([Cl:47])[CH:46]=1.